This data is from NCI-60 drug combinations with 297,098 pairs across 59 cell lines. The task is: Regression. Given two drug SMILES strings and cell line genomic features, predict the synergy score measuring deviation from expected non-interaction effect. (1) Drug 1: CCC1(CC2CC(C3=C(CCN(C2)C1)C4=CC=CC=C4N3)(C5=C(C=C6C(=C5)C78CCN9C7C(C=CC9)(C(C(C8N6C)(C(=O)OC)O)OC(=O)C)CC)OC)C(=O)OC)O.OS(=O)(=O)O. Drug 2: C#CCC(CC1=CN=C2C(=N1)C(=NC(=N2)N)N)C3=CC=C(C=C3)C(=O)NC(CCC(=O)O)C(=O)O. Cell line: OVCAR-4. Synergy scores: CSS=-1.96, Synergy_ZIP=0.722, Synergy_Bliss=-1.64, Synergy_Loewe=-1.97, Synergy_HSA=-2.72. (2) Drug 2: CC1=CC=C(C=C1)C2=CC(=NN2C3=CC=C(C=C3)S(=O)(=O)N)C(F)(F)F. Drug 1: C1CCC(CC1)NC(=O)N(CCCl)N=O. Cell line: NCIH23. Synergy scores: CSS=15.8, Synergy_ZIP=-3.59, Synergy_Bliss=2.47, Synergy_Loewe=3.61, Synergy_HSA=4.31. (3) Drug 1: C(=O)(N)NO. Drug 2: CC1C(C(CC(O1)OC2CC(CC3=C2C(=C4C(=C3O)C(=O)C5=C(C4=O)C(=CC=C5)OC)O)(C(=O)CO)O)N)O.Cl. Cell line: OVCAR-4. Synergy scores: CSS=25.4, Synergy_ZIP=2.74, Synergy_Bliss=5.72, Synergy_Loewe=-17.2, Synergy_HSA=5.53. (4) Drug 1: CNC(=O)C1=CC=CC=C1SC2=CC3=C(C=C2)C(=NN3)C=CC4=CC=CC=N4. Drug 2: C1CCC(CC1)NC(=O)N(CCCl)N=O. Cell line: DU-145. Synergy scores: CSS=6.79, Synergy_ZIP=-1.10, Synergy_Bliss=1.37, Synergy_Loewe=-1.32, Synergy_HSA=-1.13. (5) Drug 1: CN(C(=O)NC(C=O)C(C(C(CO)O)O)O)N=O. Drug 2: C1C(C(OC1N2C=NC3=C2NC=NCC3O)CO)O. Cell line: HL-60(TB). Synergy scores: CSS=61.6, Synergy_ZIP=-0.750, Synergy_Bliss=-2.48, Synergy_Loewe=-4.65, Synergy_HSA=-2.21. (6) Drug 1: CC1=C(C(=CC=C1)Cl)NC(=O)C2=CN=C(S2)NC3=CC(=NC(=N3)C)N4CCN(CC4)CCO. Drug 2: C1CC(=O)NC(=O)C1N2C(=O)C3=CC=CC=C3C2=O. Cell line: HCC-2998. Synergy scores: CSS=2.83, Synergy_ZIP=5.04, Synergy_Bliss=9.65, Synergy_Loewe=3.00, Synergy_HSA=1.46. (7) Synergy scores: CSS=2.60, Synergy_ZIP=-6.23, Synergy_Bliss=-2.28, Synergy_Loewe=-10.4, Synergy_HSA=-11.3. Drug 1: C1CCN(CC1)CCOC2=CC=C(C=C2)C(=O)C3=C(SC4=C3C=CC(=C4)O)C5=CC=C(C=C5)O. Cell line: HCC-2998. Drug 2: CNC(=O)C1=NC=CC(=C1)OC2=CC=C(C=C2)NC(=O)NC3=CC(=C(C=C3)Cl)C(F)(F)F. (8) Drug 1: CS(=O)(=O)C1=CC(=C(C=C1)C(=O)NC2=CC(=C(C=C2)Cl)C3=CC=CC=N3)Cl. Drug 2: C1=CC(=CC=C1C#N)C(C2=CC=C(C=C2)C#N)N3C=NC=N3. Cell line: OVCAR-8. Synergy scores: CSS=6.35, Synergy_ZIP=5.21, Synergy_Bliss=1.93, Synergy_Loewe=0.504, Synergy_HSA=1.32. (9) Drug 1: CC1=C(C(CCC1)(C)C)C=CC(=CC=CC(=CC(=O)O)C)C. Drug 2: CC1=C2C(C(=O)C3(C(CC4C(C3C(C(C2(C)C)(CC1OC(=O)C(C(C5=CC=CC=C5)NC(=O)C6=CC=CC=C6)O)O)OC(=O)C7=CC=CC=C7)(CO4)OC(=O)C)O)C)OC(=O)C. Cell line: T-47D. Synergy scores: CSS=29.2, Synergy_ZIP=2.95, Synergy_Bliss=6.73, Synergy_Loewe=3.61, Synergy_HSA=5.96.